This data is from Forward reaction prediction with 1.9M reactions from USPTO patents (1976-2016). The task is: Predict the product of the given reaction. (1) Given the reactants [CH3:1][O:2][C:3]1[C:8]([C:9]([NH2:11])=[O:10])=[C:7]([O:12][CH3:13])[N:6]=[CH:5][N:4]=1.CO[CH:16](OC)[N:17]([CH3:19])[CH3:18], predict the reaction product. The product is: [CH3:16][N:17]([CH:19]=[N:11][C:9]([C:8]1[C:7]([O:12][CH3:13])=[N:6][CH:5]=[N:4][C:3]=1[O:2][CH3:1])=[O:10])[CH3:18]. (2) Given the reactants [N:1]1([CH2:5][CH2:6][N:7]2[CH:11]=[C:10](C3C=NC=C(C(F)(F)F)C=3)[N:9]=[C:8]2[CH:22]2[CH2:27][CH2:26][N:25]([C:28]3[N:33]=[CH:32][N:31]=[C:30]([NH2:34])[C:29]=3[CH2:35][CH3:36])[CH2:24][CH2:23]2)[CH2:4][CH2:3][CH2:2]1.N1(CCN2C=C([C:48]3[CH:53]=[CH:52][N:51]=[C:50]([O:54][CH3:55])[CH:49]=3)N=C2C2CCNCC2)CCC1, predict the reaction product. The product is: [N:1]1([CH2:5][CH2:6][N:7]2[CH:11]=[C:10]([C:48]3[CH:53]=[CH:52][N:51]=[C:50]([O:54][CH3:55])[CH:49]=3)[N:9]=[C:8]2[CH:22]2[CH2:23][CH2:24][N:25]([C:28]3[N:33]=[CH:32][N:31]=[C:30]([NH2:34])[C:29]=3[CH2:35][CH3:36])[CH2:26][CH2:27]2)[CH2:2][CH2:3][CH2:4]1. (3) Given the reactants C1([NH:4][C:5]([C:7]2[N:12]=[C:11]([C:13]3[CH2:14][CH2:15][N:16]([S:19]([C:22]4[CH:27]=[CH:26][CH:25]=[C:24]([C:28]([F:31])([F:30])[F:29])[CH:23]=4)(=[O:21])=[O:20])[CH2:17][CH:18]=3)[CH:10]=[CH:9][CH:8]=2)=O)CC1.ClC1C=CC=C(C#N)N=1, predict the reaction product. The product is: [F:30][C:28]([F:29])([F:31])[C:24]1[CH:23]=[C:22]([S:19]([N:16]2[CH2:15][CH:14]=[C:13]([C:11]3[CH:10]=[CH:9][CH:8]=[C:7]([C:5]#[N:4])[N:12]=3)[CH2:18][CH2:17]2)(=[O:21])=[O:20])[CH:27]=[CH:26][CH:25]=1. (4) The product is: [CH3:7][C:8]([CH3:42])([CH3:41])[C@H:9]([NH:14][C:15]([N:17]1[C:25]2[CH2:24][CH2:23][N:22]([CH2:26][CH2:27][OH:28])[CH2:21][C:20]=2[C:19]([C:32]2[CH:37]=[C:36]([F:38])[C:35]([F:39])=[CH:34][C:33]=2[F:40])=[N:18]1)=[O:16])[C:10]([NH:12][CH3:13])=[O:11]. Given the reactants [H-].[H-].[H-].[H-].[Li+].[Al+3].[CH3:7][C:8]([CH3:42])([CH3:41])[C@H:9]([NH:14][C:15]([N:17]1[C:25]2[CH2:24][CH2:23][N:22]([CH2:26][C:27](OCC)=[O:28])[CH2:21][C:20]=2[C:19]([C:32]2[CH:37]=[C:36]([F:38])[C:35]([F:39])=[CH:34][C:33]=2[F:40])=[N:18]1)=[O:16])[C:10]([NH:12][CH3:13])=[O:11], predict the reaction product. (5) Given the reactants OC1N=C2C=C(OCC3SC=C(C(C)C)N=3)C=CN2C(=O)C=1/C=C/C(OC(C)(C)C)=O.[C:32]([C:36]1[N:37]=[C:38]([NH:41][C:42]([C:44]2[CH:72]=[CH:71][N:47]3[C:48](=[O:70])[C:49](/[CH:61]=[CH:62]/[C:63]([O:65][C:66]([CH3:69])([CH3:68])[CH3:67])=[O:64])=[C:50]([N:52]4[CH2:57][CH2:56][CH2:55][C@H:54]([O:58]C=O)[CH2:53]4)[N:51]=[C:46]3[CH:45]=2)=[O:43])[S:39][CH:40]=1)([CH3:35])([CH3:34])[CH3:33], predict the reaction product. The product is: [C:32]([C:36]1[N:37]=[C:38]([NH:41][C:42]([C:44]2[CH:72]=[CH:71][N:47]3[C:48](=[O:70])[C:49](/[CH:61]=[CH:62]/[C:63]([O:65][C:66]([CH3:69])([CH3:68])[CH3:67])=[O:64])=[C:50]([N:52]4[CH2:57][CH2:56][CH2:55][C@H:54]([OH:58])[CH2:53]4)[N:51]=[C:46]3[CH:45]=2)=[O:43])[S:39][CH:40]=1)([CH3:35])([CH3:33])[CH3:34]. (6) Given the reactants [Br:1][C:2]1[CH:3]=[CH:4][C:5]([F:11])=[C:6]([CH:10]=1)[C:7]([OH:9])=O.[NH2:12][C:13]1[C:22]([CH3:23])=[CH:21][C:16]([C:17]([O:19][CH3:20])=[O:18])=[CH:15][C:14]=1[CH3:24].C(N(CC)C(C)C)(C)C.CCCP1(OP(CCC)(=O)OP(CCC)(=O)O1)=O, predict the reaction product. The product is: [Br:1][C:2]1[CH:3]=[CH:4][C:5]([F:11])=[C:6]([CH:10]=1)[C:7]([NH:12][C:13]1[C:14]([CH3:24])=[CH:15][C:16]([C:17]([O:19][CH3:20])=[O:18])=[CH:21][C:22]=1[CH3:23])=[O:9]. (7) Given the reactants Cl.[NH2:2][C@H:3]([C:16]1[CH:21]=[CH:20][CH:19]=[CH:18][CH:17]=1)[CH2:4][O:5][C:6]1[CH:15]=[CH:14][C:9]2[NH:10][C:11](=[O:13])[NH:12][C:8]=2[CH:7]=1.[F:22][C:23]1[CH:24]=[C:25]([CH:37]=[CH:38][C:39]=1[F:40])[CH2:26][N:27]1[C:32](=[O:33])[C:31]([C:34](O)=[O:35])=[CH:30][N:29]=[CH:28]1.C(N(CC)C(C)C)(C)C, predict the reaction product. The product is: [F:22][C:23]1[CH:24]=[C:25]([CH:37]=[CH:38][C:39]=1[F:40])[CH2:26][N:27]1[C:32](=[O:33])[C:31]([C:34]([NH:2][C@H:3]([C:16]2[CH:21]=[CH:20][CH:19]=[CH:18][CH:17]=2)[CH2:4][O:5][C:6]2[CH:15]=[CH:14][C:9]3[NH:10][C:11](=[O:13])[NH:12][C:8]=3[CH:7]=2)=[O:35])=[CH:30][N:29]=[CH:28]1. (8) Given the reactants [H-].[Al+3].[Li+].[H-].[H-].[H-].C[O:8][C:9]([C:11]1[CH:19]=[C:18]2[C:14]([CH:15]=[C:16]([CH2:20][CH2:21][O:22][CH:23]3[CH2:28][CH2:27][CH2:26][CH2:25][O:24]3)[NH:17]2)=[CH:13][CH:12]=1)=O, predict the reaction product. The product is: [O:24]1[CH2:25][CH2:26][CH2:27][CH2:28][CH:23]1[O:22][CH2:21][CH2:20][C:16]1[NH:17][C:18]2[C:14]([CH:15]=1)=[CH:13][CH:12]=[C:11]([CH2:9][OH:8])[CH:19]=2. (9) Given the reactants [H-].[Na+].[CH2:3]1[C:12]2[C:7](=[CH:8][CH:9]=[CH:10][CH:11]=2)[CH2:6][CH2:5][CH:4]1[NH:13][C:14](=[O:35])/[C:15](=[CH:20]/[C:21]1[CH:26]=[CH:25][C:24]([N:27]2[CH:31]=[C:30]([CH3:32])[N:29]=[CH:28]2)=[C:23]([O:33][CH3:34])[CH:22]=1)/[CH2:16][CH2:17][CH2:18]Cl.C(=O)(O)[O-].[Na+].C(OCC)(=O)C, predict the reaction product. The product is: [CH3:34][O:33][C:23]1[CH:22]=[C:21]([CH:26]=[CH:25][C:24]=1[N:27]1[CH:31]=[C:30]([CH3:32])[N:29]=[CH:28]1)/[CH:20]=[C:15]1/[C:14](=[O:35])[N:13]([CH:4]2[CH2:5][CH2:6][C:7]3[C:12](=[CH:11][CH:10]=[CH:9][CH:8]=3)[CH2:3]2)[CH2:18][CH2:17][CH2:16]/1.